This data is from Peptide-MHC class II binding affinity with 134,281 pairs from IEDB. The task is: Regression. Given a peptide amino acid sequence and an MHC pseudo amino acid sequence, predict their binding affinity value. This is MHC class II binding data. (1) The peptide sequence is QYVRLHEMSYDGV. The MHC is HLA-DPA10201-DPB10101 with pseudo-sequence HLA-DPA10201-DPB10101. The binding affinity (normalized) is 0.296. (2) The peptide sequence is WIILGLNKIVRM. The MHC is DRB1_0701 with pseudo-sequence DRB1_0701. The binding affinity (normalized) is 0.120. (3) The peptide sequence is NSLLFIPDIKLAIDN. The MHC is DRB1_1302 with pseudo-sequence DRB1_1302. The binding affinity (normalized) is 0.608. (4) The peptide sequence is KGSNPNYLALLVKFV. The MHC is DRB1_0101 with pseudo-sequence DRB1_0101. The binding affinity (normalized) is 0.708. (5) The peptide sequence is RGWGNGCGLFGKGSI. The MHC is DRB1_1101 with pseudo-sequence DRB1_1101. The binding affinity (normalized) is 0.0263. (6) The binding affinity (normalized) is 0.690. The peptide sequence is GMFTNRSGFQ. The MHC is DRB1_1302 with pseudo-sequence DRB1_1302. (7) The peptide sequence is AEFVVEFDLPGIK. The MHC is DRB1_0401 with pseudo-sequence DRB1_0401. The binding affinity (normalized) is 0.640. (8) The peptide sequence is AAATAITTVYGAFAA. The MHC is HLA-DQA10501-DQB10301 with pseudo-sequence HLA-DQA10501-DQB10301. The binding affinity (normalized) is 0.609. (9) The peptide sequence is CRKELAAVSVDCSEY. The MHC is DRB1_1201 with pseudo-sequence DRB1_1201. The binding affinity (normalized) is 0.218. (10) The peptide sequence is HFNMLKNKMQSSFFM. The MHC is DRB1_0101 with pseudo-sequence DRB1_0101. The binding affinity (normalized) is 0.770.